From a dataset of Peptide-MHC class I binding affinity with 185,985 pairs from IEDB/IMGT. Regression. Given a peptide amino acid sequence and an MHC pseudo amino acid sequence, predict their binding affinity value. This is MHC class I binding data. (1) The peptide sequence is KLMPICMDV. The MHC is HLA-A01:01 with pseudo-sequence HLA-A01:01. The binding affinity (normalized) is 0.0847. (2) The peptide sequence is GEYAPFARL. The MHC is HLA-A02:16 with pseudo-sequence HLA-A02:16. The binding affinity (normalized) is 0.0847.